From a dataset of Catalyst prediction with 721,799 reactions and 888 catalyst types from USPTO. Predict which catalyst facilitates the given reaction. Reactant: [CH:1]([O:4][C:5]1[CH:9]=[C:8]([CH2:10][CH2:11][C:12]([O:14][CH2:15][CH3:16])=[O:13])[NH:7][N:6]=1)([CH3:3])[CH3:2].[H-].[Na+].[Cl:19][C:20]1[CH:27]=[C:26]([F:28])[CH:25]=[CH:24][C:21]=1[CH2:22]Br.Cl. Product: [Cl:19][C:20]1[CH:27]=[C:26]([F:28])[CH:25]=[CH:24][C:21]=1[CH2:22][N:7]1[C:8]([CH2:10][CH2:11][C:12]([O:14][CH2:15][CH3:16])=[O:13])=[CH:9][C:5]([O:4][CH:1]([CH3:3])[CH3:2])=[N:6]1. The catalyst class is: 9.